From a dataset of Forward reaction prediction with 1.9M reactions from USPTO patents (1976-2016). Predict the product of the given reaction. (1) Given the reactants [NH:1]1[CH:5]=[CH:4][N:3]=[C:2]1[CH:6]=O.[C:8]([CH2:10][C:11]([NH:13][CH:14]([C:18]1[CH:23]=[CH:22][C:21]([O:24][CH2:25][O:26][CH3:27])=[CH:20][CH:19]=1)[CH2:15][CH2:16][CH3:17])=[O:12])#[N:9], predict the reaction product. The product is: [C:8](/[C:10](=[CH:6]\[C:2]1[NH:1][CH:5]=[CH:4][N:3]=1)/[C:11]([NH:13][CH:14]([C:18]1[CH:19]=[CH:20][C:21]([O:24][CH2:25][O:26][CH3:27])=[CH:22][CH:23]=1)[CH2:15][CH2:16][CH3:17])=[O:12])#[N:9]. (2) Given the reactants [NH2:1][C:2]1[CH:3]=[CH:4][N:5]([CH3:27])[C:6]2[C:7]=1C=N[C:10]1[N:19]([C:20]3[CH:25]=[CH:24][C:23]([F:26])=[CH:22][CH:21]=3)[CH2:18][CH:17]=[C:12]3[NH:13][C:14](=[O:16])[C:15]=2[C:11]=13.[CH:28](N(CC)C(C)C)(C)[CH3:29].[C:37]([NH:40][C:41]1[CH:46]=[CH:45][C:44]([S:47](Cl)(=[O:49])=[O:48])=[CH:43][CH:42]=1)(=[O:39])[CH3:38], predict the reaction product. The product is: [F:26][C:23]1[CH:22]=[CH:21][C:20]([N:19]2[C:10]3=[C:11]4[C:15](=[C:6]5[N:5]([CH3:27])[CH:4]=[CH:3][C:2]([NH:1][S:47]([C:44]6[CH:45]=[CH:46][C:41]([NH:40][C:37](=[O:39])[CH3:38])=[CH:42][CH:43]=6)(=[O:49])=[O:48])=[C:7]5[CH:28]=[CH:29]3)[C:14](=[O:16])[NH:13][C:12]4=[CH:17][CH2:18]2)=[CH:25][CH:24]=1. (3) Given the reactants [Cl:1][C:2]1[C:3]([NH:10][C@H:11]2[CH2:15][CH2:14][CH2:13][C@H:12]2[C:16]([O:18][CH3:19])=[O:17])=[N:4][CH:5]=[C:6]([C:8]#[N:9])[CH:7]=1.Cl.[NH2:21][OH:22].CCN(C(C)C)C(C)C, predict the reaction product. The product is: [Cl:1][C:2]1[C:3]([NH:10][C@H:11]2[CH2:15][CH2:14][CH2:13][C@H:12]2[C:16]([O:18][CH3:19])=[O:17])=[N:4][CH:5]=[C:6]([C:8](=[N:21][OH:22])[NH2:9])[CH:7]=1. (4) Given the reactants C([N:3]([CH2:6][CH3:7])[CH2:4]C)C.[OH:8][C:9]1[CH:17]=[C:16]([O:18][C:19]2[N:24]=[CH:23][CH:22]=[CH:21][N:20]=2)[CH:15]=[CH:14][C:10]=1[C:11]([OH:13])=O.ClC(OC)=[O:27].NCCC1[C:34]([F:40])=[C:35]([NH2:39])[CH:36]=[CH:37][CH:38]=1, predict the reaction product. The product is: [NH2:39][C:35]1[C:34]([F:40])=[C:7]([CH:38]=[CH:37][CH:36]=1)[CH2:6][N:3]1[C:11](=[O:13])[C:10]2[CH:14]=[CH:15][C:16]([O:18][C:19]3[N:24]=[CH:23][CH:22]=[CH:21][N:20]=3)=[CH:17][C:9]=2[O:8][C:4]1=[O:27]. (5) Given the reactants [CH:1]1[CH:2]=[CH:3][C:4]2[C:15](=[O:16])[C:14]3[C:9](=[C:10](O)[CH:11]=[CH:12][C:13]=3[OH:17])[C:7](=[O:8])[C:5]=2[CH:6]=1.[BH4-].[Na+].[CH3:21][CH:22]([CH3:26])[CH2:23][CH2:24][NH2:25].N1CCCCC1.COCC(O)C, predict the reaction product. The product is: [CH3:21][CH:22]([CH3:26])[CH2:23][CH2:24][NH:25][C:10]1[C:9]2[C:7](=[O:8])[C:5]3[C:4](=[CH:3][CH:2]=[CH:1][CH:6]=3)[C:15](=[O:16])[C:14]=2[C:13]([OH:17])=[CH:12][CH:11]=1. (6) Given the reactants C(N(CC)CC)C.[C:8]([O:12][C:13](=[O:30])[NH:14][C:15]1[CH:16]=[C:17]2[C:28](=[O:29])[NH:27][N:26]=[CH:25][C:19]3=[C:20](Cl)[NH:21][C:22]([CH:23]=1)=[C:18]23)([CH3:11])([CH3:10])[CH3:9].[NH:31]1[CH2:36][CH2:35][O:34][CH2:33][CH2:32]1.C(O)CCC, predict the reaction product. The product is: [C:8]([O:12][C:13](=[O:30])[NH:14][C:15]1[CH:16]=[C:17]2[C:28](=[O:29])[NH:27][N:26]=[CH:25][C:19]3=[C:20]([N:31]4[CH2:36][CH2:35][O:34][CH2:33][CH2:32]4)[NH:21][C:22]([CH:23]=1)=[C:18]23)([CH3:11])([CH3:10])[CH3:9]. (7) Given the reactants [C:1]1(=O)[O:7][C:5](=[O:6])[C:4]2=[CH:8][CH:9]=[CH:10][CH:11]=[C:3]2[CH2:2]1.[NH2:13]C(N)=O, predict the reaction product. The product is: [C:1]1(=[O:7])[NH:13][C:5](=[O:6])[C:4]2=[CH:8][CH:9]=[CH:10][CH:11]=[C:3]2[CH2:2]1.